From a dataset of Reaction yield outcomes from USPTO patents with 853,638 reactions. Predict the reaction yield, written as a fraction of the theoretical maximum amount of product (1.0 means a 100% yield; for example, 0.34 means a 34% yield). (1) The reactants are [Cl:1][C:2]1[CH:9]=[CH:8][C:5]([CH:6]=O)=[C:4]([CH3:10])[CH:3]=1.Cl.CN.C([O-])(=O)C.[Na+].[N+:19]([CH3:22])([O-:21])=[O:20]. The catalyst is O.ClCCl. The product is [Cl:1][C:2]1[CH:9]=[CH:8][C:5]([CH:6]=[CH:22][N+:19]([O-:21])=[O:20])=[C:4]([CH3:10])[CH:3]=1. The yield is 0.940. (2) The product is [ClH:19].[CH3:20][N:21]([CH3:26])[CH2:22][CH2:23][CH2:24][NH:25][S:16]([C:14]1[S:15][C:11]([C:5]2[CH:4]=[C:3]([CH2:1][CH3:2])[C:8](=[O:9])[NH:7][C:6]=2[CH3:10])=[CH:12][CH:13]=1)(=[O:18])=[O:17]. The yield is 0.640. The reactants are [CH2:1]([C:3]1[C:8](=[O:9])[NH:7][C:6]([CH3:10])=[C:5]([C:11]2[S:15][C:14]([S:16]([Cl:19])(=[O:18])=[O:17])=[CH:13][CH:12]=2)[CH:4]=1)[CH3:2].[CH3:20][N:21]([CH3:26])[CH2:22][CH2:23][CH2:24][NH2:25]. No catalyst specified. (3) The reactants are Cl.O1CCOCC1.[S:8]1[C:12]2[CH:13]=[C:14]([N:17]3[CH2:21][CH2:20][N:19]([C:22]4[CH:23]=[C:24]5[N:30]=[CH:29][N:28](OCC[Si](C)(C)C)[C:25]5=[N:26][CH:27]=4)[C:18]3=[O:38])[CH:15]=[CH:16][C:11]=2[N:10]=[CH:9]1.CO. The catalyst is C(Cl)Cl. The product is [S:8]1[C:12]2[CH:13]=[C:14]([N:17]3[CH2:21][CH2:20][N:19]([C:22]4[CH:23]=[C:24]5[N:30]=[CH:29][NH:28][C:25]5=[N:26][CH:27]=4)[C:18]3=[O:38])[CH:15]=[CH:16][C:11]=2[N:10]=[CH:9]1. The yield is 0.254. (4) The reactants are C([BH3-])#N.[NH2:4][C:5]1[CH:10]=[C:9]([S:11]([CH3:14])(=[O:13])=[O:12])[C:8]([CH3:15])=[CH:7][C:6]=1[OH:16].[CH2:17]([O:20][C@H:21]1[CH2:26][CH2:25][C@H:24]([N:27]2[CH2:32][CH2:31][C:30](=O)[CH2:29][CH2:28]2)[CH2:23][CH2:22]1)[CH2:18][CH3:19].C(O)(=O)C. The catalyst is C1COCC1. The product is [CH3:15][C:8]1[C:9]([S:11]([CH3:14])(=[O:13])=[O:12])=[CH:10][C:5]([NH:4][CH:30]2[CH2:29][CH2:28][N:27]([C@H:24]3[CH2:25][CH2:26][C@H:21]([O:20][CH2:17][CH2:18][CH3:19])[CH2:22][CH2:23]3)[CH2:32][CH2:31]2)=[C:6]([OH:16])[CH:7]=1. The yield is 0.130. (5) The catalyst is C(O)C.[Ni]. The reactants are [C:1]([C:3]1[CH:12]=[C:11]2[C:6]([C:7]([C:25]3[CH:30]=[CH:29][C:28]([CH3:31])=[C:27]([CH3:32])[CH:26]=3)=[C:8]([CH:15]([O:20][C:21]([CH3:24])([CH3:23])[CH3:22])[C:16]([O:18][CH3:19])=[O:17])[N:9]([CH3:14])[C:10]2=[O:13])=[CH:5][CH:4]=1)#[N:2].N. The yield is 0.780. The product is [NH2:2][CH2:1][C:3]1[CH:12]=[C:11]2[C:6]([C:7]([C:25]3[CH:30]=[CH:29][C:28]([CH3:31])=[C:27]([CH3:32])[CH:26]=3)=[C:8]([CH:15]([O:20][C:21]([CH3:22])([CH3:23])[CH3:24])[C:16]([O:18][CH3:19])=[O:17])[N:9]([CH3:14])[C:10]2=[O:13])=[CH:5][CH:4]=1. (6) The reactants are [CH3:1][O:2][C:3](=[O:14])[C:4]1[CH:9]=[CH:8][C:7]([CH:10]=[O:11])=[C:6]([O:12][CH3:13])[CH:5]=1.O.CC(=CC)C.[O-:21]Cl=O.[Na+]. The catalyst is C(O)(C)(C)C.C(Cl)Cl. The product is [CH3:1][O:2][C:3](=[O:14])[C:4]1[CH:9]=[CH:8][C:7]([C:10]([OH:21])=[O:11])=[C:6]([O:12][CH3:13])[CH:5]=1. The yield is 0.470.